This data is from Reaction yield outcomes from USPTO patents with 853,638 reactions. The task is: Predict the reaction yield, written as a fraction of the theoretical maximum amount of product (1.0 means a 100% yield; for example, 0.34 means a 34% yield). (1) The reactants are [CH3:1][O:2][C:3]1[CH:8]=[CH:7][C:6]([C:9]([C:11]2[CH:18]=[CH:17][C:14]([C:15]#[N:16])=[CH:13][CH:12]=2)=O)=[CH:5][CH:4]=1.[CH3:19][C:20]1([CH3:29])[CH2:25][C:24]([CH3:27])([CH3:26])[CH2:23][C:22](=O)[CH2:21]1. No catalyst specified. The product is [CH3:1][O:2][C:3]1[CH:8]=[CH:7][C:6]([C:9](=[C:22]2[CH2:23][C:24]([CH3:27])([CH3:26])[CH2:25][C:20]([CH3:29])([CH3:19])[CH2:21]2)[C:11]2[CH:18]=[CH:17][C:14]([C:15]#[N:16])=[CH:13][CH:12]=2)=[CH:5][CH:4]=1. The yield is 0.500. (2) The reactants are [N:1]12[CH2:8][CH2:7][C:4]([C:9]([C:17]3[CH:22]=[CH:21][CH:20]=[CH:19][CH:18]=3)([C:11]3[CH:16]=[CH:15][CH:14]=[CH:13][CH:12]=3)[OH:10])([CH2:5][CH2:6]1)[CH2:3][CH2:2]2.[Br:23][CH2:24][CH2:25][OH:26]. The catalyst is CC#N. The product is [Br-:23].[OH:10][C:9]([C:17]1[CH:22]=[CH:21][CH:20]=[CH:19][CH:18]=1)([C:11]1[CH:12]=[CH:13][CH:14]=[CH:15][CH:16]=1)[C:4]12[CH2:5][CH2:6][N+:1]([CH2:24][CH2:25][OH:26])([CH2:2][CH2:3]1)[CH2:8][CH2:7]2. The yield is 0.601. (3) The reactants are Cl[C:2](Cl)=[CH:3][C:4]([C:6]1[C:7]([Cl:14])=[N:8][C:9]([CH3:13])=[CH:10][C:11]=1[Cl:12])=[O:5].[NH2:16][C:17]1[CH:22]=[CH:21][CH:20]=[CH:19][CH:18]=1. The catalyst is O1CCOCC1. The product is [NH:16]([C:2]([NH:16][C:17]1[CH:22]=[CH:21][CH:20]=[CH:19][CH:18]=1)=[CH:3][C:4]([C:6]1[C:7]([Cl:14])=[N:8][C:9]([CH3:13])=[CH:10][C:11]=1[Cl:12])=[O:5])[C:17]1[CH:22]=[CH:21][CH:20]=[CH:19][CH:18]=1. The yield is 0.990. (4) The reactants are C(O[C:4]([C:6]1(C)[C:11](=[O:12])[CH2:10][CH2:9][N:8]([CH2:13][C:14]2[CH:19]=[CH:18][CH:17]=[CH:16][CH:15]=2)[CH2:7]1)=O)C.Cl. No catalyst specified. The product is [CH2:13]([N:8]1[CH2:9][CH2:10][C:11](=[O:12])[CH:6]([CH3:4])[CH2:7]1)[C:14]1[CH:15]=[CH:16][CH:17]=[CH:18][CH:19]=1. The yield is 0.750. (5) The reactants are [Br:1][C:2]1N=[C:4]([N:9]2[CH2:14][CH2:13][O:12][CH2:11][CH2:10]2)[C:5](=[O:8])[NH:6][CH:7]=1.[C:15](=O)([O-])[O-].[K+].[K+].IC. The catalyst is CN(C=O)C. The product is [Br:1][C:2]1[CH:15]=[C:4]([N:9]2[CH2:14][CH2:13][O:12][CH2:11][CH2:10]2)[C:5](=[O:8])[NH:6][CH:7]=1. The yield is 0.910. (6) The reactants are [Cl:1][C:2]1[CH:7]=[CH:6][N:5]=[C:4]([C:8]([NH:10][CH3:11])=[O:9])[CH:3]=1.[NH:12]1[CH2:17][CH2:16][NH:15][CH2:14][CH2:13]1.C(=O)(O)[O-].[Na+].Cl.O1CCOCC1. The catalyst is C(O)CCC.C(O)C. The product is [ClH:1].[CH3:11][NH:10][C:8]([C:4]1[CH:3]=[C:2]([N:12]2[CH2:17][CH2:16][NH:15][CH2:14][CH2:13]2)[CH:7]=[CH:6][N:5]=1)=[O:9]. The yield is 0.330.